From a dataset of Catalyst prediction with 721,799 reactions and 888 catalyst types from USPTO. Predict which catalyst facilitates the given reaction. (1) Reactant: C([O:8][C:9]1[CH:10]=[C:11]2[C:15](=[CH:16][CH:17]=1)[N:14]([CH3:18])[C:13]([C:19]([O:21][CH2:22][CH3:23])=[O:20])=[CH:12]2)C1C=CC=CC=1.C([O-])=O.[NH4+]. Product: [OH:8][C:9]1[CH:10]=[C:11]2[C:15](=[CH:16][CH:17]=1)[N:14]([CH3:18])[C:13]([C:19]([O:21][CH2:22][CH3:23])=[O:20])=[CH:12]2. The catalyst class is: 63. (2) Reactant: [N:1]1[C:10]2[NH:9][CH2:8][CH2:7][CH2:6][C:5]=2[CH:4]=[CH:3][C:2]=1[CH2:11][CH2:12][O:13][C:14]1[CH:19]=[CH:18][C:17]([CH2:20][C@H:21]([C:28]2[S:29][CH:30]=[CH:31][N:32]=2)[CH2:22][C:23]([O:25]CC)=[O:24])=[CH:16][CH:15]=1.[Li+].[OH-]. Product: [N:1]1[C:10]2[NH:9][CH2:8][CH2:7][CH2:6][C:5]=2[CH:4]=[CH:3][C:2]=1[CH2:11][CH2:12][O:13][C:14]1[CH:19]=[CH:18][C:17]([CH2:20][C@H:21]([C:28]2[S:29][CH:30]=[CH:31][N:32]=2)[CH2:22][C:23]([OH:25])=[O:24])=[CH:16][CH:15]=1. The catalyst class is: 20. (3) Reactant: [CH3:1][O:2][C:3]1[CH:4]=[C:5]([CH2:20][C:21]([O:23]C2C(F)=C(F)C(F)=C(F)C=2F)=O)[CH:6]=[CH:7][C:8]=1[NH:9][C:10]([NH:12][C:13]1[CH:18]=[CH:17][CH:16]=[CH:15][C:14]=1[CH3:19])=[O:11].[Cl:35][C:36]1[CH:37]=[C:38]([CH:43]=[C:44]([Cl:53])[C:45]=1[O:46][CH2:47][CH:48]1[CH2:52][CH2:51][CH2:50][NH:49]1)[C:39]([O:41][CH3:42])=[O:40].CCN(CC)CC. Product: [Cl:35][C:36]1[CH:37]=[C:38]([CH:43]=[C:44]([Cl:53])[C:45]=1[O:46][CH2:47][CH:48]1[CH2:52][CH2:51][CH2:50][N:49]1[C:21](=[O:23])[CH2:20][C:5]1[CH:6]=[CH:7][C:8]([NH:9][C:10]([NH:12][C:13]2[CH:18]=[CH:17][CH:16]=[CH:15][C:14]=2[CH3:19])=[O:11])=[C:3]([O:2][CH3:1])[CH:4]=1)[C:39]([O:41][CH3:42])=[O:40]. The catalyst class is: 31. (4) Reactant: C(O[C:5]1[C:13]2[C:8](=[CH:9][CH:10]=[CH:11][CH:12]=2)[N:7]([C:14](=[O:16])[CH3:15])[CH:6]=1)(=O)C.[N:17]1([C:23]([O:25][C:26]([CH3:29])([CH3:28])[CH3:27])=[O:24])[CH2:22][CH2:21][NH:20][CH2:19][CH2:18]1.C1(C)C=CC(S(O)(=O)=O)=CC=1. Product: [C:14]([N:7]1[C:8]2[C:13](=[CH:12][CH:11]=[CH:10][CH:9]=2)[C:5]([N:20]2[CH2:19][CH2:18][N:17]([C:23]([O:25][C:26]([CH3:29])([CH3:28])[CH3:27])=[O:24])[CH2:22][CH2:21]2)=[CH:6]1)(=[O:16])[CH3:15]. The catalyst class is: 11. (5) Reactant: [NH2:1][C:2]1[CH:7]=[C:6]([CH2:8][C:9]([C:11]2[CH:16]=[CH:15][CH:14]=[C:13]([CH3:17])[CH:12]=2)=[O:10])[CH:5]=[CH:4][N:3]=1.[C:18](Cl)(=[O:25])[C:19]1[CH:24]=[CH:23][CH:22]=[CH:21][CH:20]=1.C(N(CC)CC)C.O. Product: [CH3:17][C:13]1[CH:12]=[C:11]([C:9](=[O:10])[CH2:8][C:6]2[CH:5]=[CH:4][N:3]=[C:2]([NH:1][C:18](=[O:25])[C:19]3[CH:24]=[CH:23][CH:22]=[CH:21][CH:20]=3)[CH:7]=2)[CH:16]=[CH:15][CH:14]=1. The catalyst class is: 10. (6) Reactant: O[O:2][S:3]([O-:5])=O.[K+].[CH:7]([N:10]1[N:19]=[C:18]([NH:20][C:21]2[CH:25]=[C:24]([CH3:26])[NH:23][N:22]=2)[C:17]2[C:12](=[CH:13][C:14](SC)=[CH:15][CH:16]=2)[C:11]1=[O:29])([CH3:9])[CH3:8].O1CCOC[CH2:31]1.O. Product: [CH:7]([N:10]1[N:19]=[C:18]([NH:20][C:21]2[CH:25]=[C:24]([CH3:26])[NH:23][N:22]=2)[C:17]2[C:12](=[CH:13][C:14]([S:3]([CH3:31])(=[O:5])=[O:2])=[CH:15][CH:16]=2)[C:11]1=[O:29])([CH3:9])[CH3:8]. The catalyst class is: 6. (7) Reactant: [CH3:1][O:2][C:3]([N:5]([C:16]1[CH:21]=[CH:20][CH:19]=[CH:18][CH:17]=1)[C:6]1[CH:11]=[CH:10][CH:9]=[CH:8][C:7]=1[CH2:12][C:13]([OH:15])=O)=[O:4].O. Product: [CH3:1][O:2][C:3]([N:5]1[C:16]2[CH:17]=[CH:18][CH:19]=[CH:20][C:21]=2[C:13](=[O:15])[CH2:12][C:7]2[CH:8]=[CH:9][CH:10]=[CH:11][C:6]1=2)=[O:4]. The catalyst class is: 11. (8) The catalyst class is: 3. Reactant: [NH2:1][CH2:2][CH2:3][NH:4][C:5]([C:7]1[CH:8]=[CH:9][C:10]2[N:11]([CH:13]=[C:14]([C:16]([CH3:19])([CH3:18])[CH3:17])[N:15]=2)[CH:12]=1)=[O:6].[C:20]1([N:26]2[CH:30]=[C:29]([C:31](O)=[O:32])[C:28]([C:34]([F:37])([F:36])[F:35])=[N:27]2)[CH:25]=[CH:24][CH:23]=[CH:22][CH:21]=1.C1C=CC2N(O)N=NC=2C=1.O.CCN=C=NCCCN(C)C.Cl.CCN(C(C)C)C(C)C. Product: [C:16]([C:14]1[N:15]=[C:10]2[CH:9]=[CH:8][C:7]([C:5]([NH:4][CH2:3][CH2:2][NH:1][C:31]([C:29]3[C:28]([C:34]([F:37])([F:35])[F:36])=[N:27][N:26]([C:20]4[CH:25]=[CH:24][CH:23]=[CH:22][CH:21]=4)[CH:30]=3)=[O:32])=[O:6])=[CH:12][N:11]2[CH:13]=1)([CH3:19])([CH3:18])[CH3:17]. (9) Reactant: [CH3:1][C:2]1([CH3:14])[C:6]([CH3:8])([CH3:7])[O:5][B:4]([C:9]2[CH:10]=[N:11][NH:12][CH:13]=2)[O:3]1.C(=O)([O-])[O-].[Cs+].[Cs+].CS(O[CH2:26][C@H:27]1[CH2:32][O:31][CH2:30][CH2:29][O:28]1)(=O)=O. Product: [O:28]1[CH2:29][CH2:30][O:31][CH2:32][C@@H:27]1[CH2:26][N:12]1[CH:13]=[C:9]([B:4]2[O:5][C:6]([CH3:7])([CH3:8])[C:2]([CH3:14])([CH3:1])[O:3]2)[CH:10]=[N:11]1. The catalyst class is: 12.